Task: Predict the reactants needed to synthesize the given product.. Dataset: Full USPTO retrosynthesis dataset with 1.9M reactions from patents (1976-2016) (1) Given the product [CH2:1]([N:8]([C@H:35]([C:37]1[CH:42]=[CH:41][CH:40]=[CH:39][CH:38]=1)[CH3:36])[C@@H:9]1[CH2:14][CH2:13][N:12]([C:72]([O:74][C:75]([CH3:76])([CH3:77])[CH3:78])=[O:73])[CH2:11][C@:10]1([OH:34])[C:30]([O:32][CH3:33])=[O:31])[C:2]1[CH:3]=[CH:4][CH:5]=[CH:6][CH:7]=1, predict the reactants needed to synthesize it. The reactants are: [CH2:1]([N:8]([C@H:35]([C:37]1[CH:42]=[CH:41][CH:40]=[CH:39][CH:38]=1)[CH3:36])[C@@H:9]1[CH2:14][CH2:13][N:12](C2C3C=CC=CC=3CCC3C=CC=CC2=3)[CH2:11][C@:10]1([OH:34])[C:30]([O:32][CH3:33])=[O:31])[C:2]1[CH:7]=[CH:6][CH:5]=[CH:4][CH:3]=1.C([SiH](CC)CC)C.FC(F)(F)C(O)=O.C(N(CC)CC)C.[C:75]([O:74][C:72](O[C:72]([O:74][C:75]([CH3:78])([CH3:77])[CH3:76])=[O:73])=[O:73])([CH3:78])([CH3:77])[CH3:76]. (2) Given the product [OH:24][CH2:25][C:26]([NH:30][S:31]([C:34]1[CH:35]=[N:36][CH:37]=[C:38]([C:23]#[C:22][C:21]2[CH:20]=[N:19][N:12]3[C:13]([C:15]([F:16])([F:17])[F:18])=[CH:14][C:9]([C:4]4[CH:5]=[CH:6][C:7]([Cl:8])=[C:2]([Cl:1])[CH:3]=4)=[N:10][C:11]=23)[CH:39]=1)(=[O:33])=[O:32])([CH2:28][OH:29])[CH3:27], predict the reactants needed to synthesize it. The reactants are: [Cl:1][C:2]1[CH:3]=[C:4]([C:9]2[CH:14]=[C:13]([C:15]([F:18])([F:17])[F:16])[N:12]3[N:19]=[CH:20][C:21]([C:22]#[CH:23])=[C:11]3[N:10]=2)[CH:5]=[CH:6][C:7]=1[Cl:8].[OH:24][CH2:25][C:26]([NH:30][S:31]([C:34]1[CH:35]=[N:36][CH:37]=[C:38](Br)[CH:39]=1)(=[O:33])=[O:32])([CH2:28][OH:29])[CH3:27]. (3) Given the product [CH3:1][O:2][CH2:3][O:4][C:5]1[CH:6]=[C:7]([CH:11]([CH3:20])[C:12]([O:14][CH2:15][CH3:16])=[O:13])[CH:8]=[CH:9][CH:10]=1, predict the reactants needed to synthesize it. The reactants are: [CH3:1][O:2][CH2:3][O:4][C:5]1[CH:6]=[C:7]([CH2:11][C:12]([O:14][CH2:15][CH3:16])=[O:13])[CH:8]=[CH:9][CH:10]=1.[H-].[Na+].I[CH3:20]. (4) Given the product [OH:2][CH:1]([C:17]1[CH:22]=[CH:21][CH:20]=[CH:19][CH:18]=1)[C:3]1[CH:4]=[N:5][CH:6]=[CH:7][C:8]=1[C:9]1[CH:10]=[C:11]([CH:14]=[CH:15][CH:16]=1)[C:12]#[N:13], predict the reactants needed to synthesize it. The reactants are: [CH:1]([C:3]1[CH:4]=[N:5][CH:6]=[CH:7][C:8]=1[C:9]1[CH:10]=[C:11]([CH:14]=[CH:15][CH:16]=1)[C:12]#[N:13])=[O:2].[C:17]1([Mg]Br)[CH:22]=[CH:21][CH:20]=[CH:19][CH:18]=1. (5) Given the product [CH2:15]([CH:41]1[CH2:40][C:39]1([NH:42][C:1](=[O:9])[C:2]1[CH:3]=[CH:4][CH:5]=[CH:6][CH:7]=1)[C:37]([OH:36])=[O:38])[CH3:16], predict the reactants needed to synthesize it. The reactants are: [C:1]([OH:9])(=O)[C:2]1[CH:7]=[CH:6][CH:5]=[CH:4][CH:3]=1.O.ON1[C:16]2C=CC=C[C:15]=2N=N1.Cl.CN(C)CCCN=C=NCC.Cl.C([O:36][C:37]([C:39]1([NH2:42])[CH2:41][CH2:40]1)=[O:38])C.[Cl-].[NH4+].